Dataset: Forward reaction prediction with 1.9M reactions from USPTO patents (1976-2016). Task: Predict the product of the given reaction. Given the reactants C(OC1C=C2C(=CC=1)NC=C2CCC1CCNCC1)C1C=CC=CC=1.[CH2:26]([O:33][C:34]1[CH:35]=[C:36]2[C:40](=[CH:41][CH:42]=1)[NH:39][CH:38]=[C:37]2[C:43](=O)[CH2:44][CH2:45][CH:46]1[CH2:51][CH2:50][NH:49][CH2:48][CH2:47]1)[C:27]1[CH:32]=[CH:31][CH:30]=[CH:29][CH:28]=1, predict the reaction product. The product is: [CH2:26]([O:33][C:34]1[CH:35]=[C:36]2[C:40](=[CH:41][CH:42]=1)[NH:39][CH:38]=[C:37]2[CH2:43][CH2:44][CH2:45][CH:46]1[CH2:47][CH2:48][NH:49][CH2:50][CH2:51]1)[C:27]1[CH:32]=[CH:31][CH:30]=[CH:29][CH:28]=1.